From a dataset of NCI-60 drug combinations with 297,098 pairs across 59 cell lines. Regression. Given two drug SMILES strings and cell line genomic features, predict the synergy score measuring deviation from expected non-interaction effect. (1) Drug 1: C1CN1C2=NC(=NC(=N2)N3CC3)N4CC4. Drug 2: CN(C(=O)NC(C=O)C(C(C(CO)O)O)O)N=O. Cell line: SR. Synergy scores: CSS=53.4, Synergy_ZIP=-1.58, Synergy_Bliss=-2.31, Synergy_Loewe=-11.2, Synergy_HSA=-1.32. (2) Drug 1: CC(C1=C(C=CC(=C1Cl)F)Cl)OC2=C(N=CC(=C2)C3=CN(N=C3)C4CCNCC4)N. Drug 2: C1CC(=O)NC(=O)C1N2C(=O)C3=CC=CC=C3C2=O. Cell line: SK-MEL-28. Synergy scores: CSS=0.799, Synergy_ZIP=4.63, Synergy_Bliss=4.62, Synergy_Loewe=-1.17, Synergy_HSA=0.217. (3) Drug 1: CC1=CC2C(CCC3(C2CCC3(C(=O)C)OC(=O)C)C)C4(C1=CC(=O)CC4)C. Drug 2: C1CCC(C(C1)N)N.C(=O)(C(=O)[O-])[O-].[Pt+4]. Cell line: DU-145. Synergy scores: CSS=10.2, Synergy_ZIP=1.83, Synergy_Bliss=9.56, Synergy_Loewe=4.96, Synergy_HSA=4.96. (4) Drug 1: C1CCC(C1)C(CC#N)N2C=C(C=N2)C3=C4C=CNC4=NC=N3. Drug 2: N.N.Cl[Pt+2]Cl. Cell line: PC-3. Synergy scores: CSS=7.97, Synergy_ZIP=0.0796, Synergy_Bliss=5.76, Synergy_Loewe=3.38, Synergy_HSA=4.13.